This data is from Reaction yield outcomes from USPTO patents with 853,638 reactions. The task is: Predict the reaction yield, written as a fraction of the theoretical maximum amount of product (1.0 means a 100% yield; for example, 0.34 means a 34% yield). (1) The reactants are [Cl:1][C:2]1[S:6][CH:5]=[C:4]([C:7]2[O:11][N:10]=[C:9]([C@H:12]3[CH2:17][C@@H:16]4[C@@H:14]([CH2:15]4)[NH:13]3)[CH:8]=2)[CH:3]=1.[CH3:18][N:19]=[C:20]=[S:21]. The catalyst is C(Cl)Cl. The product is [Cl:1][C:2]1[S:6][CH:5]=[C:4]([C:7]2[O:11][N:10]=[C:9]([C@H:12]3[CH2:17][C@@H:16]4[C@@H:14]([CH2:15]4)[N:13]3[C:20](=[S:21])[NH:19][CH3:18])[CH:8]=2)[CH:3]=1. The yield is 0.920. (2) The reactants are [N+:1]([C:4]1[CH:5]=[C:6]2[C:10](=[CH:11][CH:12]=1)[NH:9][C:8](=[O:13])[CH2:7]2)([O-])=O. The catalyst is CC(N(C)C)=O.[Pd]. The product is [NH2:1][C:4]1[CH:5]=[C:6]2[C:10](=[CH:11][CH:12]=1)[NH:9][C:8](=[O:13])[CH2:7]2. The yield is 0.500. (3) The reactants are [OH-].[Li+].C[O:4][C:5]([C:7]1[S:8][C:9]([CH2:12][C:13]2[N:14]([S:27]([C:30]3[CH:35]=[CH:34][CH:33]=[C:32]([C:36]([CH3:39])([CH3:38])[CH3:37])[CH:31]=3)(=[O:29])=[O:28])[C:15]3[C:20]([C:21]=2[CH3:22])=[CH:19][C:18]([C:23]([F:26])([F:25])[F:24])=[CH:17][CH:16]=3)=[CH:10][CH:11]=1)=[O:6].Cl. The catalyst is O1CCCC1.O. The product is [CH3:39][C:36]([C:32]1[CH:31]=[C:30]([S:27]([N:14]2[C:15]3[C:20](=[CH:19][C:18]([C:23]([F:26])([F:24])[F:25])=[CH:17][CH:16]=3)[C:21]([CH3:22])=[C:13]2[CH2:12][C:9]2[S:8][C:7]([C:5]([OH:6])=[O:4])=[CH:11][CH:10]=2)(=[O:28])=[O:29])[CH:35]=[CH:34][CH:33]=1)([CH3:37])[CH3:38]. The yield is 0.520. (4) The reactants are [CH3:1][CH:2]1[CH2:8][C:7]2[CH:9]=[C:10]3[O:15][CH2:14][O:13][C:11]3=[CH:12][C:6]=2[C:5]([C:16]2[CH:21]=[CH:20][C:19]([N+:22]([O-:24])=[O:23])=[CH:18][CH:17]=2)=[N:4][N:3]1[C:25](=[S:28])[NH:26][NH2:27].[CH:29](OCC)(OCC)OCC.Cl. No catalyst specified. The product is [CH3:1][CH:2]1[CH2:8][C:7]2[CH:9]=[C:10]3[O:15][CH2:14][O:13][C:11]3=[CH:12][C:6]=2[C:5]([C:16]2[CH:17]=[CH:18][C:19]([N+:22]([O-:24])=[O:23])=[CH:20][CH:21]=2)=[N:4][N:3]1[C:25]1[S:28][CH:29]=[N:27][N:26]=1. The yield is 0.770. (5) The reactants are C(C1[CH:4]=[C:5]([C:16]([NH:18][CH2:19][C:20]2[C:21](=[O:30])[NH:22][C:23]([CH3:29])=[CH:24][C:25]=2[CH2:26][CH2:27][CH3:28])=[O:17])[C:6]2[C:7]([CH3:15])=[CH:8][N:9]([CH:12]([CH3:14])[CH3:13])[C:10]=2[CH:11]=1)#N.[OH-].[K+].C(O)C.CC[O:38][C:39]([CH3:41])=[O:40]. No catalyst specified. The product is [CH3:15][C:7]1[C:6]2[C:10](=[CH:11][C:41]([C:39]([OH:38])=[O:40])=[CH:4][C:5]=2[C:16]([NH:18][CH2:19][C:20]2[C:21](=[O:30])[NH:22][C:23]([CH3:29])=[CH:24][C:25]=2[CH2:26][CH2:27][CH3:28])=[O:17])[N:9]([CH:12]([CH3:13])[CH3:14])[CH:8]=1. The yield is 0.649. (6) The reactants are [Cl:1][C:2]1[CH:3]=[C:4]([NH:9][C:10]2[N:14](CC3C=CC(OC)=CC=3)[N:13]=[C:12]([N:24]([CH3:26])[CH3:25])[N:11]=2)[CH:5]=[C:6]([Cl:8])[CH:7]=1.C(O)(C(F)(F)F)=O. No catalyst specified. The product is [Cl:1][C:2]1[CH:3]=[C:4]([NH:9][C:10]2[N:11]=[C:12]([N:24]([CH3:26])[CH3:25])[NH:13][N:14]=2)[CH:5]=[C:6]([Cl:8])[CH:7]=1. The yield is 0.640.